This data is from Full USPTO retrosynthesis dataset with 1.9M reactions from patents (1976-2016). The task is: Predict the reactants needed to synthesize the given product. (1) Given the product [CH3:1][O:2][C:3]1[CH:8]=[C:7]([NH2:9])[CH:6]=[CH:5][C:4]=1[N:12]1[CH2:17][CH2:16][CH:15]([O:18][Si:19]([CH:23]([CH3:25])[CH3:24])([CH:26]([CH3:28])[CH3:27])[CH:20]([CH3:22])[CH3:21])[CH2:14][CH2:13]1, predict the reactants needed to synthesize it. The reactants are: [CH3:1][O:2][C:3]1[CH:8]=[C:7]([N+:9]([O-])=O)[CH:6]=[CH:5][C:4]=1[N:12]1[CH2:17][CH2:16][CH:15]([O:18][Si:19]([CH:26]([CH3:28])[CH3:27])([CH:23]([CH3:25])[CH3:24])[CH:20]([CH3:22])[CH3:21])[CH2:14][CH2:13]1. (2) Given the product [NH2:28][CH2:27][C@@H:7]1[C@:8]([C@H:12]2[CH2:20][CH2:19][C@@:18]3([CH3:21])[C@@H:14]([CH2:15][CH2:16][C:17]3=[CH2:22])[C@@H:13]2[CH2:23][NH2:24])([CH3:11])[CH2:9][CH2:10][C@H:5]([OH:4])[CH2:6]1, predict the reactants needed to synthesize it. The reactants are: C([O:4][C@H:5]1[CH2:10][CH2:9][C@@:8]([C@H:12]2[CH2:20][CH2:19][C@@:18]3([CH3:21])[C@@H:14]([CH2:15][CH2:16][C:17]3=[CH2:22])[C@@H:13]2[CH2:23][N:24]=[N+]=[N-])([CH3:11])[C@@H:7]([CH2:27][N:28]=[N+]=[N-])[CH2:6]1)(=O)C.[H-].[H-].[H-].[H-].[Li+].[Al+3].O.[OH-].[Na+]. (3) Given the product [Si:11]([O:18][CH2:19][C:20]1([CH:24]=[O:25])[CH2:21][CH2:22][CH2:23]1)([C:14]([CH3:17])([CH3:16])[CH3:15])([CH3:13])[CH3:12], predict the reactants needed to synthesize it. The reactants are: C(Cl)(=O)C(Cl)=O.CS(C)=O.[Si:11]([O:18][CH2:19][C:20]1([CH2:24][OH:25])[CH2:23][CH2:22][CH2:21]1)([C:14]([CH3:17])([CH3:16])[CH3:15])([CH3:13])[CH3:12]. (4) Given the product [CH3:1][O:2][C:3]1[CH:4]=[CH:5][C:6]([CH2:7][N:8]([CH2:22][C:23]2[CH:28]=[CH:27][C:26]([O:29][CH3:30])=[CH:25][CH:24]=2)[C:9]2[C:10]3[CH:18]=[N:17][CH:16]=[C:15]([C:19]([NH:39][C:40]4[C:45]([F:46])=[CH:44][CH:43]=[C:42]([NH:47][S:48]([CH2:51][CH2:52][CH3:53])(=[O:50])=[O:49])[C:41]=4[F:54])=[O:21])[C:11]=3[N:12]=[CH:13][N:14]=2)=[CH:31][CH:32]=1, predict the reactants needed to synthesize it. The reactants are: [CH3:1][O:2][C:3]1[CH:32]=[CH:31][C:6]([CH2:7][N:8]([CH2:22][C:23]2[CH:28]=[CH:27][C:26]([O:29][CH3:30])=[CH:25][CH:24]=2)[C:9]2[C:10]3[CH:18]=[N:17][CH:16]=[C:15]([C:19]([OH:21])=O)[C:11]=3[N:12]=[CH:13][N:14]=2)=[CH:5][CH:4]=1.C(Cl)(=O)C(Cl)=O.[NH2:39][C:40]1[C:41]([F:54])=[C:42]([NH:47][S:48]([CH2:51][CH2:52][CH3:53])(=[O:50])=[O:49])[CH:43]=[CH:44][C:45]=1[F:46]. (5) Given the product [C:21]([O:25][C:26]([N:28]1[CH2:33][CH2:32][CH:31]([O:34][C:2]2[N:3]=[C:4]([N:8]3[C:16]4[C:11](=[CH:12][C:13]([S:17]([CH3:20])(=[O:19])=[O:18])=[CH:14][CH:15]=4)[CH2:10][CH2:9]3)[N:5]=[CH:6][N:7]=2)[CH2:30][CH2:29]1)=[O:27])([CH3:24])([CH3:22])[CH3:23], predict the reactants needed to synthesize it. The reactants are: Cl[C:2]1[N:7]=[CH:6][N:5]=[C:4]([N:8]2[C:16]3[C:11](=[CH:12][C:13]([S:17]([CH3:20])(=[O:19])=[O:18])=[CH:14][CH:15]=3)[CH2:10][CH2:9]2)[N:3]=1.[C:21]([O:25][C:26]([N:28]1[CH2:33][CH2:32][CH:31]([OH:34])[CH2:30][CH2:29]1)=[O:27])([CH3:24])([CH3:23])[CH3:22].CC(C)([O-])C.[K+]. (6) Given the product [CH2:35]([O:34][C:32]([CH:28]1[CH2:29][CH2:30][CH2:31][N:26]([CH:23]2[CH2:22][CH2:21][NH:20][CH2:25][CH2:24]2)[CH2:27]1)=[O:33])[CH3:36], predict the reactants needed to synthesize it. The reactants are: FC1C=C(F)C=CC=1CNC1C(C2C=CC(F)=CC=2F)=CN=C([N:20]2[CH2:25][CH2:24][CH:23]([N:26]3[CH2:31][CH2:30][CH2:29][CH:28]([C:32]([O:34][CH2:35][CH3:36])=[O:33])[CH2:27]3)[CH2:22][CH2:21]2)N=1.ClC1N=C(NCC2C=CC(F)=CC=2F)C(C2C=CC(F)=CC=2F)=CN=1. (7) Given the product [NH2:41][N:36]1[C:34]([CH3:35])=[N:22][N:21]=[C:19]1[C:17]1[CH:18]=[C:13]([C:10]2[CH:11]=[N:12][C:7]([NH:6][C:4]([NH:3][CH2:1][CH3:2])=[O:5])=[CH:8][C:9]=2[C:23]2[S:24][CH:25]=[C:26]([C:28]([F:31])([F:30])[F:29])[N:27]=2)[CH:14]=[N:15][CH:16]=1, predict the reactants needed to synthesize it. The reactants are: [CH2:1]([NH:3][C:4]([NH:6][C:7]1[N:12]=[CH:11][C:10]([C:13]2[CH:14]=[N:15][CH:16]=[C:17]([C:19]([NH:21][NH2:22])=O)[CH:18]=2)=[C:9]([C:23]2[S:24][CH:25]=[C:26]([C:28]([F:31])([F:30])[F:29])[N:27]=2)[CH:8]=1)=[O:5])[CH3:2].CO[C:34](OC)([N:36](C)C)[CH3:35].[NH2:41]N. (8) Given the product [Cl:1][C:2]1[C:19]([Cl:20])=[CH:18][C:5]2[N:6]=[C:7]([C:9]3[CH:10]=[CH:11][C:12]([C:15]([NH:42][CH:37]4[CH2:36][C:35]([CH3:43])([CH3:44])[N:34]([CH3:33])[C:39]([CH3:41])([CH3:40])[CH2:38]4)=[O:16])=[CH:13][CH:14]=3)[NH:8][C:4]=2[CH:3]=1, predict the reactants needed to synthesize it. The reactants are: [Cl:1][C:2]1[C:19]([Cl:20])=[CH:18][C:5]2[N:6]=[C:7]([C:9]3[CH:14]=[CH:13][C:12]([C:15](O)=[O:16])=[CH:11][CH:10]=3)[NH:8][C:4]=2[CH:3]=1.Cl.CN(C)CCCN=C=NCC.[CH3:33][N:34]1[C:39]([CH3:41])([CH3:40])[CH2:38][CH:37]([NH2:42])[CH2:36][C:35]1([CH3:44])[CH3:43].